Dataset: Forward reaction prediction with 1.9M reactions from USPTO patents (1976-2016). Task: Predict the product of the given reaction. (1) Given the reactants C(OC(=O)[NH:10][CH2:11][CH:12]1[CH2:17][CH2:16][CH2:15][CH:14]([N:18]2[C:27]3[C:22](=[CH:23][CH:24]=[N:25][CH:26]=3)[C:21]3=[N:28][O:29][C:30]([CH3:31])=[C:20]3[C:19]2=[O:32])[CH2:13]1)C1C=CC=CC=1.[I:34][Si](C)(C)C, predict the reaction product. The product is: [IH:34].[NH2:10][CH2:11][CH:12]1[CH2:17][CH2:16][CH2:15][CH:14]([N:18]2[C:27]3[C:22](=[CH:23][CH:24]=[N:25][CH:26]=3)[C:21]3=[N:28][O:29][C:30]([CH3:31])=[C:20]3[C:19]2=[O:32])[CH2:13]1. (2) Given the reactants Cl.Cl.[CH2:3]([N:7]1[CH2:12][CH2:11][NH:10][CH2:9][CH2:8]1)[CH2:4][C:5]#[CH:6], predict the reaction product. The product is: [CH2:3]([N:7]1[CH2:12][CH2:11][NH:10][CH2:9][CH2:8]1)[CH2:4][C:5]#[CH:6]. (3) Given the reactants [F:1][C:2]([F:16])([F:15])[O:3][C:4]1[CH:5]=[C:6]([CH:10]=[CH:11][C:12](O)=[O:13])[CH:7]=[CH:8][CH:9]=1.C(Cl)(=O)C(Cl)=O.[NH3:23], predict the reaction product. The product is: [F:1][C:2]([F:16])([F:15])[O:3][C:4]1[CH:5]=[C:6]([CH:10]=[CH:11][C:12]([NH2:23])=[O:13])[CH:7]=[CH:8][CH:9]=1. (4) Given the reactants [NH2:1][C:2]1[N:3]([CH2:27][CH3:28])[C:4]2[C:9]([C:10](=[O:25])[C:11]=1[C:12]1[N:13](COCC[Si](C)(C)C)[CH:14]=[CH:15][N:16]=1)=[CH:8][CH:7]=[C:6]([Cl:26])[N:5]=2.FC(F)(F)C(O)=O, predict the reaction product. The product is: [NH2:1][C:2]1[N:3]([CH2:27][CH3:28])[C:4]2[C:9]([C:10](=[O:25])[C:11]=1[C:12]1[NH:16][CH:15]=[CH:14][N:13]=1)=[CH:8][CH:7]=[C:6]([Cl:26])[N:5]=2. (5) Given the reactants FC(F)(F)[C:3]([C:5]1[C:13]2[C:8](=[CH:9][CH:10]=[CH:11][CH:12]=2)[NH:7][CH:6]=1)=[O:4].[OH-:16].[Na+], predict the reaction product. The product is: [NH:7]1[C:8]2[C:13](=[CH:12][CH:11]=[CH:10][CH:9]=2)[C:5]([C:3]([OH:4])=[O:16])=[CH:6]1. (6) Given the reactants FC1C=C(F)C=CC=1C1C=C(CN2C(=O)C3=CC=CC=C3C2=O)C(=O)N(CC(C)C)N=1.[C:32]([C:35]1[C:36](=[O:58])[N:37]([CH2:50][C:51]2[CH:56]=[CH:55][C:54]([F:57])=[CH:53][CH:52]=2)[N:38]=[C:39]([C:41]2[CH:46]=[CH:45][C:44]([O:47][CH3:48])=[C:43]([F:49])[CH:42]=2)[CH:40]=1)(O)=[O:33], predict the reaction product. The product is: [F:57][C:54]1[CH:53]=[CH:52][C:51]([CH2:50][N:37]2[C:36](=[O:58])[C:35]([CH2:32][OH:33])=[CH:40][C:39]([C:41]3[CH:46]=[CH:45][C:44]([O:47][CH3:48])=[C:43]([F:49])[CH:42]=3)=[N:38]2)=[CH:56][CH:55]=1.